Dataset: Forward reaction prediction with 1.9M reactions from USPTO patents (1976-2016). Task: Predict the product of the given reaction. Given the reactants [CH2:1]([C:5]1[S:6][CH:7]=[CH:8][CH:9]=1)[CH2:2][CH2:3][CH3:4].[CH2:10]([O:12][C:13](=[O:19])[C:14](OCC)=[O:15])[CH3:11].O, predict the reaction product. The product is: [CH2:10]([O:12][C:13](=[O:19])[C:14]([C:7]1[S:6][C:5]([CH2:1][CH2:2][CH2:3][CH3:4])=[CH:9][CH:8]=1)=[O:15])[CH3:11].